This data is from NCI-60 drug combinations with 297,098 pairs across 59 cell lines. The task is: Regression. Given two drug SMILES strings and cell line genomic features, predict the synergy score measuring deviation from expected non-interaction effect. (1) Drug 1: CC1=CC2C(CCC3(C2CCC3(C(=O)C)OC(=O)C)C)C4(C1=CC(=O)CC4)C. Drug 2: CN(C(=O)NC(C=O)C(C(C(CO)O)O)O)N=O. Cell line: OVCAR3. Synergy scores: CSS=-2.61, Synergy_ZIP=3.37, Synergy_Bliss=2.97, Synergy_Loewe=-0.0904, Synergy_HSA=-1.18. (2) Drug 1: CC1CCC2CC(C(=CC=CC=CC(CC(C(=O)C(C(C(=CC(C(=O)CC(OC(=O)C3CCCCN3C(=O)C(=O)C1(O2)O)C(C)CC4CCC(C(C4)OC)O)C)C)O)OC)C)C)C)OC. Drug 2: CC12CCC3C(C1CCC2O)C(CC4=C3C=CC(=C4)O)CCCCCCCCCS(=O)CCCC(C(F)(F)F)(F)F. Cell line: A549. Synergy scores: CSS=-2.40, Synergy_ZIP=0.420, Synergy_Bliss=1.45, Synergy_Loewe=-0.482, Synergy_HSA=-0.312. (3) Drug 1: CN1CCC(CC1)COC2=C(C=C3C(=C2)N=CN=C3NC4=C(C=C(C=C4)Br)F)OC. Drug 2: CC1CCCC2(C(O2)CC(NC(=O)CC(C(C(=O)C(C1O)C)(C)C)O)C(=CC3=CSC(=N3)C)C)C. Cell line: HCT-15. Synergy scores: CSS=8.21, Synergy_ZIP=-3.53, Synergy_Bliss=1.82, Synergy_Loewe=0.574, Synergy_HSA=0.418. (4) Drug 1: C1CCN(CC1)CCOC2=CC=C(C=C2)C(=O)C3=C(SC4=C3C=CC(=C4)O)C5=CC=C(C=C5)O. Drug 2: C#CCC(CC1=CN=C2C(=N1)C(=NC(=N2)N)N)C3=CC=C(C=C3)C(=O)NC(CCC(=O)O)C(=O)O. Cell line: OVCAR3. Synergy scores: CSS=-1.97, Synergy_ZIP=1.22, Synergy_Bliss=0.509, Synergy_Loewe=-1.58, Synergy_HSA=-2.96. (5) Drug 1: C#CCC(CC1=CN=C2C(=N1)C(=NC(=N2)N)N)C3=CC=C(C=C3)C(=O)NC(CCC(=O)O)C(=O)O. Drug 2: CC(C)CN1C=NC2=C1C3=CC=CC=C3N=C2N. Cell line: OVCAR-4. Synergy scores: CSS=-3.40, Synergy_ZIP=2.50, Synergy_Bliss=0.366, Synergy_Loewe=-3.25, Synergy_HSA=-3.20. (6) Drug 1: CS(=O)(=O)CCNCC1=CC=C(O1)C2=CC3=C(C=C2)N=CN=C3NC4=CC(=C(C=C4)OCC5=CC(=CC=C5)F)Cl. Drug 2: CC12CCC3C(C1CCC2OP(=O)(O)O)CCC4=C3C=CC(=C4)OC(=O)N(CCCl)CCCl.[Na+]. Cell line: SK-MEL-28. Synergy scores: CSS=22.2, Synergy_ZIP=-0.467, Synergy_Bliss=5.86, Synergy_Loewe=1.57, Synergy_HSA=1.74. (7) Drug 1: C1=CN(C=N1)CC(O)(P(=O)(O)O)P(=O)(O)O. Drug 2: CC1C(C(CC(O1)OC2CC(CC3=C2C(=C4C(=C3O)C(=O)C5=C(C4=O)C(=CC=C5)OC)O)(C(=O)CO)O)N)O.Cl. Cell line: LOX IMVI. Synergy scores: CSS=29.2, Synergy_ZIP=-0.521, Synergy_Bliss=-2.87, Synergy_Loewe=-29.1, Synergy_HSA=-1.43.